From a dataset of Forward reaction prediction with 1.9M reactions from USPTO patents (1976-2016). Predict the product of the given reaction. (1) Given the reactants [F:1][C:2]1[C:3]([OH:31])=[C:4]([CH:28]=[CH:29][CH:30]=1)[C:5]([NH:7]/[C:8](/[CH3:27])=[C:9](\[C:15]([NH:17][CH2:18][CH2:19][C:20]1[CH:25]=[CH:24][CH:23]=[C:22](F)[CH:21]=1)=[O:16])/[CH2:10][CH2:11][CH:12]([CH3:14])[CH3:13])=O.[OH-].[Na+].Cl, predict the reaction product. The product is: [F:1][C:2]1[C:3]([OH:31])=[C:4]([C:5]2[N:17]([CH2:18][CH2:19][C:20]3[CH:25]=[CH:24][CH:23]=[CH:22][CH:21]=3)[C:15](=[O:16])[C:9]([CH2:10][CH2:11][CH:12]([CH3:14])[CH3:13])=[C:8]([CH3:27])[N:7]=2)[CH:28]=[CH:29][CH:30]=1. (2) Given the reactants [Cl:1][C:2]1[C:10]2[C:5](=[N:6][CH:7]=[C:8]([CH2:11][NH:12][C:13](=[O:19])[O:14][C:15]([CH3:18])([CH3:17])[CH3:16])[N:9]=2)[NH:4][CH:3]=1.[H-].[Na+].[S:22](Cl)([C:25]1[CH:31]=[CH:30][C:28]([CH3:29])=[CH:27][CH:26]=1)(=[O:24])=[O:23], predict the reaction product. The product is: [Cl:1][C:2]1[C:10]2[C:5](=[N:6][CH:7]=[C:8]([CH2:11][NH:12][C:13](=[O:19])[O:14][C:15]([CH3:16])([CH3:18])[CH3:17])[N:9]=2)[N:4]([S:22]([C:25]2[CH:31]=[CH:30][C:28]([CH3:29])=[CH:27][CH:26]=2)(=[O:24])=[O:23])[CH:3]=1.